From a dataset of Forward reaction prediction with 1.9M reactions from USPTO patents (1976-2016). Predict the product of the given reaction. The product is: [Br:9][C:10]1[N:14]2[N:15]=[C:16]([NH:1][CH2:2][C@H:3]3[NH:7][C:6](=[O:8])[CH2:5][CH2:4]3)[CH:17]=[CH:18][C:13]2=[N:12][CH:11]=1. Given the reactants [NH2:1][CH2:2][C@H:3]1[NH:7][C:6](=[O:8])[CH2:5][CH2:4]1.[Br:9][C:10]1[N:14]2[N:15]=[C:16](F)[CH:17]=[CH:18][C:13]2=[N:12][CH:11]=1, predict the reaction product.